Dataset: Peptide-MHC class I binding affinity with 185,985 pairs from IEDB/IMGT. Task: Regression. Given a peptide amino acid sequence and an MHC pseudo amino acid sequence, predict their binding affinity value. This is MHC class I binding data. (1) The peptide sequence is GPSPSHKSV. The MHC is HLA-A03:01 with pseudo-sequence HLA-A03:01. The binding affinity (normalized) is 0.0847. (2) The peptide sequence is YVIKVSARV. The MHC is HLA-B38:01 with pseudo-sequence HLA-B38:01. The binding affinity (normalized) is 0. (3) The peptide sequence is ASNNVDHDYV. The MHC is H-2-Db with pseudo-sequence H-2-Db. The binding affinity (normalized) is 0.366. (4) The peptide sequence is VVNYDNSTK. The MHC is HLA-A68:01 with pseudo-sequence HLA-A68:01. The binding affinity (normalized) is 0.418.